From a dataset of Full USPTO retrosynthesis dataset with 1.9M reactions from patents (1976-2016). Predict the reactants needed to synthesize the given product. (1) Given the product [CH3:1][CH2:2][CH2:3][C:4]1[N:12]([CH2:13][C:14]2[CH:19]=[CH:18][C:17]([C:20]3[CH:21]=[CH:22][CH:23]=[CH:24][C:25]=3[C:26]([OH:28])=[O:27])=[CH:16][CH:15]=2)[C:11]2[CH:10]=[C:9]([C:33]3[N:41]([CH3:42])[C:40]4[CH:39]=[CH:38][CH:37]=[CH:36][C:35]=4[N:34]=3)[CH:8]=[C:7]([CH3:43])[C:6]=2[N:5]=1, predict the reactants needed to synthesize it. The reactants are: [CH3:1][CH2:2][CH2:3][C:4]1[N:12]([CH2:13][C:14]2[CH:19]=[CH:18][C:17]([C:20]3[C:25]([C:26]([O:28]C(C)(C)C)=[O:27])=[CH:24][CH:23]=[CH:22][CH:21]=3)=[CH:16][CH:15]=2)[C:11]2[C:6](=[C:7]([CH3:43])[CH:8]=[C:9]([C:33]3[N:41]([CH3:42])[C:40]4[C:35](=[CH:36][CH:37]=[CH:38][CH:39]=4)[N:34]=3)[CH:10]=2)[N:5]=1.N. (2) Given the product [C:10]([O:9][C:7]([N:6]1[C:2](=[O:1])[C:3](=[CH:22][N:23]([CH3:25])[CH3:24])[CH:4]2[CH2:16][CH:15]=[CH:14][CH:5]12)=[O:8])([CH3:12])([CH3:13])[CH3:11], predict the reactants needed to synthesize it. The reactants are: [O:1]=[C:2]1[N:6]([C:7]([O:9][C:10]([CH3:13])([CH3:12])[CH3:11])=[O:8])[CH:5]2[CH:14]=[CH:15][CH2:16][CH:4]2[CH2:3]1.C(O[CH:22](N(C)C)[N:23]([CH3:25])[CH3:24])(C)(C)C.O. (3) The reactants are: [CH2:1]([N:3]1[C:7]2=[N:8][C:9]([CH2:48][CH3:49])=[C:10]([CH2:19][NH:20][C:21]([C:23]3[CH:28]=[CH:27][CH:26]=[C:25]([C:29]([NH:31][CH2:32][C:33]4[CH:34]=[C:35]([C:40]5[CH:45]=[CH:44][CH:43]=[C:42]([CH:46]=O)[CH:41]=5)[C:36]([CH3:39])=[CH:37][CH:38]=4)=[O:30])[N:24]=3)=[O:22])[C:11]([NH:12][CH:13]3[CH2:18][CH2:17][O:16][CH2:15][CH2:14]3)=[C:6]2[CH:5]=[N:4]1)[CH3:2].[C@@H:50]12[CH2:56][C@@H:53]([NH:54][CH2:55]1)[CH2:52][N:51]2[C:57]([O:59][C:60]([CH3:63])([CH3:62])[CH3:61])=[O:58].C(O[BH-](OC(=O)C)OC(=O)C)(=O)C.[Na+].C(O)(=O)C. Given the product [CH2:1]([N:3]1[C:7]2=[N:8][C:9]([CH2:48][CH3:49])=[C:10]([CH2:19][NH:20][C:21]([C:23]3[N:24]=[C:25]([C:29]([NH:31][CH2:32][C:33]4[CH:38]=[CH:37][C:36]([CH3:39])=[C:35]([C:40]5[CH:45]=[CH:44][CH:43]=[C:42]([CH2:46][N:54]6[CH2:55][C@@H:50]7[CH2:56][C@H:53]6[CH2:52][N:51]7[C:57]([O:59][C:60]([CH3:63])([CH3:62])[CH3:61])=[O:58])[CH:41]=5)[CH:34]=4)=[O:30])[CH:26]=[CH:27][CH:28]=3)=[O:22])[C:11]([NH:12][CH:13]3[CH2:18][CH2:17][O:16][CH2:15][CH2:14]3)=[C:6]2[CH:5]=[N:4]1)[CH3:2], predict the reactants needed to synthesize it. (4) Given the product [C:74]([NH:77][C:35]1[N:34]=[C:33]([C:38]2[O:27][N:26]=[C:2]([C:3]3[CH:8]=[CH:7][C:6]([S:9]([NH:12][C:13]4[CH:14]=[C:15]([NH:19][C:20]([C:22]5([CH3:25])[CH2:24][CH2:23]5)=[O:21])[CH:16]=[CH:17][CH:18]=4)(=[O:11])=[O:10])=[CH:5][CH:4]=3)[N:1]=2)[CH:32]=[CH:37][CH:36]=1)(=[O:57])[CH3:75], predict the reactants needed to synthesize it. The reactants are: [NH2:1][C:2](=[N:26][OH:27])[C:3]1[CH:8]=[CH:7][C:6]([S:9]([NH:12][C:13]2[CH:14]=[C:15]([NH:19][C:20]([C:22]3([CH3:25])[CH2:24][CH2:23]3)=[O:21])[CH:16]=[CH:17][CH:18]=2)(=[O:11])=[O:10])=[CH:5][CH:4]=1.NCC([C:32]1[C:33]([C:38](O)=O)=[N:34][CH:35]=[CH:36][CH:37]=1)=O.C1CN([P+]([O:57]N2N=NC3C=CC=CC2=3)(N2CCCC2)N2CCCC2)CC1.F[P-](F)(F)(F)(F)F.[CH:74]([N:77](CC)C(C)C)(C)[CH3:75].